From a dataset of Forward reaction prediction with 1.9M reactions from USPTO patents (1976-2016). Predict the product of the given reaction. Given the reactants BrC1C=CC2OC3C(=O)NC(C4CCN(C(OC(C)(C)C)=O)CC4)=NC=3C=2C=1.[C:29]([C:32]1[O:33][C:34]2[CH:57]=[CH:56][C:55]([O:58][CH3:59])=[CH:54][C:35]=2[C:36]=1[NH:37][C:38]([C@H:40]1[CH2:44][C:43]([F:46])([F:45])[CH2:42][N:41]1[C:47]([O:49][C:50]([CH3:53])([CH3:52])[CH3:51])=[O:48])=O)(=[O:31])[NH2:30].BrC1C=CC2OC(C(=O)N)=C(NC(C3CCN(C(OC(C)(C)C)=O)CC3)=O)C=2C=1, predict the reaction product. The product is: [F:45][C:43]1([F:46])[CH2:42][N:41]([C:47]([O:49][C:50]([CH3:53])([CH3:52])[CH3:51])=[O:48])[C@@H:40]([C:38]2[NH:30][C:29](=[O:31])[C:32]3[O:33][C:34]4[CH:57]=[CH:56][C:55]([O:58][CH3:59])=[CH:54][C:35]=4[C:36]=3[N:37]=2)[CH2:44]1.